Predict which catalyst facilitates the given reaction. From a dataset of Catalyst prediction with 721,799 reactions and 888 catalyst types from USPTO. (1) Reactant: [CH:1]1([CH2:4][O:5][C:6]2[CH:13]=[CH:12][C:11](B3OC(C)(C)C(C)(C)O3)=[CH:10][C:7]=2[C:8]#[N:9])[CH2:3][CH2:2]1.Br[C:24]1[CH:29]=[CH:28][N:27]=[C:26]([Cl:30])[CH:25]=1.C(=O)([O-])[O-].[K+].[K+]. Product: [Cl:30][C:26]1[CH:25]=[C:24]([C:11]2[CH:12]=[CH:13][C:6]([O:5][CH2:4][CH:1]3[CH2:2][CH2:3]3)=[C:7]([CH:10]=2)[C:8]#[N:9])[CH:29]=[CH:28][N:27]=1. The catalyst class is: 47. (2) Reactant: Br[C:2]1[S:3][C:4]2[CH:10]=[C:9]([C:11]3[C:12]([C:17]4[CH:22]=[CH:21][CH:20]=[CH:19][C:18]=4[F:23])=[N:13][N:14]([CH3:16])[CH:15]=3)[CH:8]=[CH:7][C:5]=2[N:6]=1.[CH2:24]([NH2:27])[CH2:25][CH3:26]. Product: [F:23][C:18]1[CH:19]=[CH:20][CH:21]=[CH:22][C:17]=1[C:12]1[C:11]([C:9]2[CH:8]=[CH:7][C:5]3[N:6]=[C:2]([NH:27][CH2:24][CH2:25][CH3:26])[S:3][C:4]=3[CH:10]=2)=[CH:15][N:14]([CH3:16])[N:13]=1. The catalyst class is: 258.